Dataset: Full USPTO retrosynthesis dataset with 1.9M reactions from patents (1976-2016). Task: Predict the reactants needed to synthesize the given product. (1) Given the product [Br:1][C:2]1[CH:3]=[N:4][C:5]2[N:6]([N:8]=[C:9]([C:11]([N:24]3[CH2:23][CH2:22][C:21]4[C:26](=[CH:27][CH:28]=[CH:29][C:20]=4[N:14]4[CH2:19][CH2:18][O:17][CH2:16][CH2:15]4)[CH2:25]3)=[O:13])[CH:10]=2)[CH:7]=1, predict the reactants needed to synthesize it. The reactants are: [Br:1][C:2]1[CH:3]=[N:4][C:5]2[N:6]([N:8]=[C:9]([C:11]([OH:13])=O)[CH:10]=2)[CH:7]=1.[N:14]1([C:20]2[CH:29]=[CH:28][CH:27]=[C:26]3[C:21]=2[CH2:22][CH2:23][NH:24][CH2:25]3)[CH2:19][CH2:18][O:17][CH2:16][CH2:15]1. (2) Given the product [CH3:21][O:10][C:9](=[O:11])[CH2:8][C:5]1[CH:4]=[CH:3][C:2]([O:1][C:13]2[CH:14]=[CH:15][C:16]([CH:19]=[O:20])=[CH:17][N:18]=2)=[CH:7][CH:6]=1, predict the reactants needed to synthesize it. The reactants are: [OH:1][C:2]1[CH:7]=[CH:6][C:5]([CH2:8][C:9]([O-:11])=[O:10])=[CH:4][CH:3]=1.Br[C:13]1[N:18]=[CH:17][C:16]([CH:19]=[O:20])=[CH:15][CH:14]=1.[C:21]([O-])([O-])=O.[K+].[K+]. (3) Given the product [NH2:1][CH2:2][C:3]1[CH:4]=[C:5]([C:20]2[S:24][C:23]([C@@:25]3([OH:37])[CH2:30][CH2:29][C@H:28]([C:31]([OH:33])=[O:32])[C:27]([CH3:35])([CH3:36])[CH2:26]3)=[N:22][CH:21]=2)[CH:6]=[C:7]([NH:9][C:10]2[N:15]=[C:14]([C:16]([F:18])([F:19])[F:17])[CH:13]=[CH:12][N:11]=2)[CH:8]=1, predict the reactants needed to synthesize it. The reactants are: [NH2:1][CH2:2][C:3]1[CH:4]=[C:5]([C:20]2[S:24][C:23]([C@@:25]3([OH:37])[CH2:30][CH2:29][C@H:28]([C:31]([O:33]C)=[O:32])[C:27]([CH3:36])([CH3:35])[CH2:26]3)=[N:22][CH:21]=2)[CH:6]=[C:7]([NH:9][C:10]2[N:15]=[C:14]([C:16]([F:19])([F:18])[F:17])[CH:13]=[CH:12][N:11]=2)[CH:8]=1.[OH-].[Na+].